This data is from Experimentally validated miRNA-target interactions with 360,000+ pairs, plus equal number of negative samples. The task is: Binary Classification. Given a miRNA mature sequence and a target amino acid sequence, predict their likelihood of interaction. (1) The miRNA is hsa-miR-4651 with sequence CGGGGUGGGUGAGGUCGGGC. The protein sequence of the target gene is MAANYSSTSSRKEHVKVTSEPQPGFLERLSETSGGMFVGLMTFLLSFYLIFTNEGRALKTATSLAEGLSLVVSPDSIHSVAPENEGRLVHIIGALRTSKLLSDPNYGVHLPAVKLRRHVEMYQWVETEESSEYTEDGQVKKETKYSYNTEWRSEIVNSRNFDREIGHKNPSAMAVESFTATAPFVQIGRFFLSAGLIDKIDNFKALSLAKLEDPHVDIIRRGDFFYHSENPKYPEVGDVRVSFSYAGLSSDDPDLGPAHVVTVIARQRGDQLIPYSTKSGDTLLLLHHGDFSAEEVFRRE.... Result: 0 (no interaction). (2) The miRNA is mmu-miR-297a-5p with sequence AUGUAUGUGUGCAUGUGCAUGU. The protein sequence of the target gene is MPGEQMDPTGSQLDSDFSQQDTPCLIIEDSQPESQVLEEDAGSHFSVLSRHLPNLQMHKENPVLDIVSNPEQSAVEQGDSNSSFNEHLKEKKASDPVESSHLGTSGSISQVIERLPQPNRTSSALAVTVEAASLPEEEKEEEELEEEKEGVGANAPGADSLAAEDSASSQLGFGVLELSQSQDVEEHTVPYDVNQEHLQLVTTNSGSSPLSDVDASTAIKCEEQPTEDIAMIEQPSKDIPVTVQPGKGIHVVEEQNLPLVRSEDRPSSPQVSVAAVETKEQVPARELLEEGPQVQPSSEP.... Result: 1 (interaction). (3) The miRNA is hsa-miR-3923 with sequence AACUAGUAAUGUUGGAUUAGGG. The protein sequence of the target gene is MAKCRVRVSTGEACGAGTWDKVSVSIVGTHGESPLVPLDHLGKEFSAGAEEDFEVTLPQDVGTVLMLRVHKAPPEVSLPLMSFRSDAWFCRWFELEWLPGAALHFPCYQWLEGAGELVLREGAAKVSWQDHHPTLQDQRQKELESRQKMYSWKTYIEGWPRCLDHETVKDLDLNIKYSAMKNAKLFFKAHSAYTELKVKGLLDRTGLWRSLREMRRLFNFRKTPAAEYVFAHWQEDAFFASQFLNGINPVLIRRCHSLPNNFPVTDEMVAPVLGPGTSLQAELEKGSLFLVDHGILSGVH.... Result: 0 (no interaction). (4) The miRNA is mmu-miR-17-5p with sequence CAAAGUGCUUACAGUGCAGGUAG. The protein sequence of the target gene is MDPSAALHRRPAGGSLGAVSPALSGGQARRRKQPPRPADFKLQVIIIGSRGVGKTSLMERFTDDTFCEACKSTVGVDFKIKTVELRGKKIRLQIWDTAGQERFNSITSAYYRSAKGIILVYDITKKETFDDLPKWMKMIDKYASEDAELLLVGNKLDCETDREISRQQGEKFAQQITGMRFCEASAKDNFNVDEIFLKLVDDILKKMPLDVLRNELSNSILSLQPEPEIPPELPPPRPHVRCC. Result: 1 (interaction). (5) The miRNA is hsa-miR-212-5p with sequence ACCUUGGCUCUAGACUGCUUACU. The protein sequence of the target gene is MLTNLRIFAMSHQTIPSVYINNICCYKIRASLKRLKPHVPLGRNCSSLPGLIGNDIKSLHSIINPPIAKIRNIGIMAHIDAGKTTTTERILYYSGYTRSLGDVDDGDTVTDFMAQERERGITIQSAAVTFDWKGYRVNLIDTPGHVDFTLEVERCLRVLDGAVAVFDASAGVEAQTLTVWRQADKHNIPRICFLNKMDKTGASFKYAVESIREKLKAKPLLLQLPIGEAKTFKGVVDVVMKEKLLWNCNSNDGKDFERKPLLEMNDPELLKETTEARNALIEQVADLDDEFADLVLEEFS.... Result: 0 (no interaction).